This data is from Reaction yield outcomes from USPTO patents with 853,638 reactions. The task is: Predict the reaction yield, written as a fraction of the theoretical maximum amount of product (1.0 means a 100% yield; for example, 0.34 means a 34% yield). (1) The reactants are C1(P(C2C=CC=CC=2)C2C=CC=CC=2)C=CC=CC=1.BrN1C(=O)CCC1=O.[Cl:28][C:29]1[CH:30]=[C:31](/[C:41](=[CH:45]\[CH:46]2[CH2:50][CH2:49][CH2:48][CH2:47]2)/[C:42](O)=[O:43])[CH:32]=[CH:33][C:34]=1[N:35]1[C:39]([CH3:40])=[N:38][N:37]=[N:36]1.[NH2:51][C:52]1[S:53][CH:54]=[CH:55][N:56]=1. The catalyst is C(Cl)Cl. The product is [Cl:28][C:29]1[CH:30]=[C:31](/[C:41](=[CH:45]\[CH:46]2[CH2:47][CH2:48][CH2:49][CH2:50]2)/[C:42]([NH:51][C:52]2[S:53][CH:54]=[CH:55][N:56]=2)=[O:43])[CH:32]=[CH:33][C:34]=1[N:35]1[C:39]([CH3:40])=[N:38][N:37]=[N:36]1. The yield is 0.230. (2) The reactants are [Cl:1][C:2]1[CH:7]=[C:6]([O:8][C:9]2[C:10]([CH2:18][CH3:19])=[N:11][C:12]([N+:15]([O-])=O)=[CH:13][CH:14]=2)[CH:5]=[CH:4][N:3]=1.[NH4+].[Cl-]. The catalyst is CO.C1COCC1.[Zn]. The product is [Cl:1][C:2]1[CH:7]=[C:6]([O:8][C:9]2[CH:14]=[CH:13][C:12]([NH2:15])=[N:11][C:10]=2[CH2:18][CH3:19])[CH:5]=[CH:4][N:3]=1. The yield is 0.850. (3) The reactants are [CH:1](=[C:8]1/[N:9]=[C:10]([C:14]2[CH:19]=[C:18]([F:20])[CH:17]=[CH:16][C:15]=2[F:21])[NH:11][C:12]/1=[O:13])/[C:2]1[CH:7]=[CH:6][CH:5]=[CH:4][CH:3]=1.[Cl:22][C:23]1[CH:28]=[CH:27][CH:26]=[CH:25][C:24]=1/[CH:29]=[CH:30]/[CH:31]=[O:32]. No catalyst specified. The product is [Cl:22][C:23]1[CH:28]=[CH:27][CH:26]=[CH:25][C:24]=1[CH2:29][CH:30]1[C:31](=[O:32])[O:13][C:12]2[NH:11][C:10]([C:14]3[CH:19]=[C:18]([F:20])[CH:17]=[CH:16][C:15]=3[F:21])=[N:9][C:8]=2[CH:1]1[C:2]1[CH:3]=[CH:4][CH:5]=[CH:6][CH:7]=1. The yield is 0.480. (4) The reactants are [CH3:1][O:2][CH2:3][C:4](=O)[CH2:5][C:6](=O)[CH3:7].[C:10]([CH2:12][C:13]([NH2:15])=[O:14])#[N:11].N1CCCCC1. The catalyst is CCO.O. The product is [CH3:7][C:6]1[NH:15][C:13](=[O:14])[C:12]([C:10]#[N:11])=[C:4]([CH2:3][O:2][CH3:1])[CH:5]=1. The yield is 0.656. (5) The reactants are CO[C:3](=[O:24])[C:4]1[CH:9]=[CH:8][C:7]([O:10][CH2:11][C:12]2[C:13]([C:17]3[CH:22]=[CH:21][C:20]([F:23])=[CH:19][CH:18]=3)=[N:14][O:15][CH:16]=2)=[N:6][CH:5]=1.[NH2:25][CH:26]1[CH2:31][CH2:30][O:29][CH2:28][CH2:27]1. No catalyst specified. The product is [F:23][C:20]1[CH:19]=[CH:18][C:17]([C:13]2[C:12]([CH2:11][O:10][C:7]3[CH:8]=[CH:9][C:4]([C:3]([NH:25][CH:26]4[CH2:31][CH2:30][O:29][CH2:28][CH2:27]4)=[O:24])=[CH:5][N:6]=3)=[CH:16][O:15][N:14]=2)=[CH:22][CH:21]=1. The yield is 0.880. (6) The reactants are [CH3:1][C:2]1[C:7]([CH3:8])=[C:6]([CH3:9])[N:5]=[C:4](O)[N:3]=1.O=P(Cl)(Cl)[Cl:13].N(C1C=CC=CC=1)(CC)CC. No catalyst specified. The product is [Cl:13][C:4]1[N:3]=[C:2]([CH3:1])[C:7]([CH3:8])=[C:6]([CH3:9])[N:5]=1. The yield is 1.00. (7) The reactants are Br.[Br:2][CH2:3][CH2:4][O:5][NH2:6].[C:7](O[C:7]([O:9][C:10]([CH3:13])([CH3:12])[CH3:11])=[O:8])([O:9][C:10]([CH3:13])([CH3:12])[CH3:11])=[O:8].CCN(CC)CC. The catalyst is C(Cl)Cl.CCOC(C)=O. The product is [C:10]([O:9][C:7](=[O:8])[NH:6][O:5][CH2:4][CH2:3][Br:2])([CH3:13])([CH3:12])[CH3:11]. The yield is 0.750. (8) The catalyst is FC(F)(F)S(O)(=O)=O. The yield is 0.620. The reactants are [I:1]N1C(=O)CCC1=O.[Cl:9][C:10]1[CH:15]=[CH:14][C:13]([N+:16]([O-:18])=[O:17])=[CH:12][CH:11]=1. The product is [Cl:9][C:10]1[CH:15]=[CH:14][C:13]([N+:16]([O-:18])=[O:17])=[CH:12][C:11]=1[I:1]. (9) The reactants are [CH3:1][O:2][CH2:3][CH2:4][O:5][C:6]1[CH:7]=[C:8]2[C:20]([NH:21][C:22]3[CH:23]=[CH:24][CH:25]=[C:26]([C:28]#[CH:29])[CH:27]=3)=[N:19][CH:18]=[N:17][C:9]2=[CH:10][C:11]=1[O:12][CH2:13][CH2:14][O:15][CH3:16].Cl.O.C(Cl)(Cl)Cl.[OH-].[Na+]. The catalyst is CO. The product is [CH3:1][O:2][CH2:3][CH2:4][O:5][C:6]1[CH:7]=[C:8]2[C:20]([NH:21][C:22]3[CH:23]=[CH:24][CH:25]=[C:26]([C:28]#[CH:29])[CH:27]=3)=[N:19][CH:18]=[N:17][C:9]2=[CH:10][C:11]=1[O:12][CH2:13][CH2:14][O:15][CH3:16]. The yield is 0.00200.